Dataset: Forward reaction prediction with 1.9M reactions from USPTO patents (1976-2016). Task: Predict the product of the given reaction. (1) Given the reactants [CH2:1]=[CH:2][CH:3]([OH:6])[CH2:4][OH:5].[CH3:7][C:8]1[CH2:13][CH2:12][CH:11]([CH:14]([CH2:16][CH:17]=O)[CH3:15])[CH2:10][CH:9]=1, predict the reaction product. The product is: [CH3:7][C:8]1[CH2:13][CH2:12][CH:11]([CH:14]([CH3:15])[CH2:16][CH:17]2[O:6][CH:3]([CH:2]=[CH2:1])[CH2:4][O:5]2)[CH2:10][CH:9]=1. (2) Given the reactants [C:1]([O:4][C@@H:5]1[C@@H:10]([O:11][C:12](=[O:14])[CH3:13])[C@H:9]([O:15][C:16](=[O:18])[CH3:17])[C@@H:8]([CH2:19][O:20][C:21](=[O:23])[CH3:22])[O:7][C@H:6]1[C:24]1[CH:29]=[CH:28][C:27]([CH3:30])=[C:26]([CH2:31][C:32]2[S:33][C:34](Br)=[CH:35][CH:36]=2)[CH:25]=1)(=[O:3])[CH3:2].C([Sn](CCCC)(CCCC)[C:43]1[CH:44]=[CH:45][C:46]([C:49]#[N:50])=[N:47][CH:48]=1)CCC, predict the reaction product. The product is: [C:1]([O:4][C@@H:5]1[C@@H:10]([O:11][C:12](=[O:14])[CH3:13])[C@H:9]([O:15][C:16](=[O:18])[CH3:17])[C@@H:8]([CH2:19][O:20][C:21](=[O:23])[CH3:22])[O:7][C@H:6]1[C:24]1[CH:29]=[CH:28][C:27]([CH3:30])=[C:26]([CH2:31][C:32]2[S:33][C:34]([C:43]3[CH:44]=[CH:45][C:46]([C:49]#[N:50])=[N:47][CH:48]=3)=[CH:35][CH:36]=2)[CH:25]=1)(=[O:3])[CH3:2]. (3) The product is: [CH3:1][C@@:2]1([OH:44])[C@@H:30]([CH2:31][O:32][C:33](=[O:41])[CH2:34][OH:35])[O:29][C@@H:5]([O:6][C:7]2[CH:12]=[C:11]([CH2:13][OH:14])[CH:10]=[CH:9][C:8]=2[CH2:20][C:21]2[CH:26]=[CH:25][C:24]([O:27][CH3:28])=[CH:23][CH:22]=2)[C@H:4]([OH:42])[C@H:3]1[OH:43]. Given the reactants [CH3:1][C@@:2]1([OH:44])[C@@H:30]([CH2:31][O:32][C:33](=[O:41])[CH2:34][O:35]C2CCCO2)[O:29][C@@H:5]([O:6][C:7]2[CH:12]=[C:11]([CH2:13][O:14]C3CCCO3)[CH:10]=[CH:9][C:8]=2[CH2:20][C:21]2[CH:26]=[CH:25][C:24]([O:27][CH3:28])=[CH:23][CH:22]=2)[C@H:4]([OH:42])[C@H:3]1[OH:43].OCC(OC[C@H]1O[C@@H](OC2C=C(CO)C=CC=2CC2C=CC(CC)=CC=2)[C@H](O)[C@@H](O)C1)=O, predict the reaction product. (4) Given the reactants [C:1]([O:5][C:6]([CH3:9])([CH3:8])[CH3:7])(=[O:4])[CH:2]=[CH2:3].[C:10]([O-])(=O)[CH:11]=C, predict the reaction product. The product is: [C:1]([O:5][C:6]([CH3:9])([CH3:8])[CH3:7])(=[O:4])[CH:2]=[CH2:3].[CH2:10]=[CH2:11]. (5) Given the reactants [CH2:1](O)[CH:2]=[CH2:3].S(=O)(=O)(O)O.[OH:10][C:11]1[CH:16]=[CH:15][C:14]([C:17]2[CH:22]=[CH:21][C:20]([C:23]([OH:25])=[O:24])=[CH:19][CH:18]=2)=[CH:13][CH:12]=1.O, predict the reaction product. The product is: [OH:10][C:11]1[CH:12]=[CH:13][C:14]([C:17]2[CH:22]=[CH:21][C:20]([C:23]([O:25][CH2:3][CH:2]=[CH2:1])=[O:24])=[CH:19][CH:18]=2)=[CH:15][CH:16]=1.